This data is from TCR-epitope binding with 47,182 pairs between 192 epitopes and 23,139 TCRs. The task is: Binary Classification. Given a T-cell receptor sequence (or CDR3 region) and an epitope sequence, predict whether binding occurs between them. (1) The epitope is KAYNVTQAF. The TCR CDR3 sequence is CASSLAPGSEAFF. Result: 0 (the TCR does not bind to the epitope). (2) The epitope is YLQPRTFLL. The TCR CDR3 sequence is CASSPDITQYF. Result: 1 (the TCR binds to the epitope). (3) The epitope is LLMPILTLT. The TCR CDR3 sequence is CASSPTSIANTGELFF. Result: 0 (the TCR does not bind to the epitope). (4) The epitope is HTTDPSFLGRY. The TCR CDR3 sequence is CASSSGPDSGNTIYF. Result: 0 (the TCR does not bind to the epitope). (5) The epitope is QARQMVQAMRTIGTHP. The TCR CDR3 sequence is CSVEVSGAETQYF. Result: 1 (the TCR binds to the epitope). (6) The epitope is IQYIDIGNY. The TCR CDR3 sequence is CASAMAAGREQYF. Result: 1 (the TCR binds to the epitope). (7) The epitope is ISPRTLNAW. The TCR CDR3 sequence is CASSQDPSGNPMETQYF. Result: 1 (the TCR binds to the epitope).